From a dataset of Catalyst prediction with 721,799 reactions and 888 catalyst types from USPTO. Predict which catalyst facilitates the given reaction. (1) Reactant: Cl[C:2]1[N:11]=[C:10]([CH2:12][C:13]([NH2:15])=[O:14])[C:9]2[C:4](=[CH:5][CH:6]=[CH:7][CH:8]=2)[N:3]=1.[CH3:16][N:17]1[CH2:22][CH2:21][NH:20][CH2:19][CH2:18]1.CCOC(C)=O. Product: [CH3:16][N:17]1[CH2:22][CH2:21][N:20]([C:2]2[N:11]=[C:10]([CH2:12][C:13]([NH2:15])=[O:14])[C:9]3[C:4](=[CH:5][CH:6]=[CH:7][CH:8]=3)[N:3]=2)[CH2:19][CH2:18]1. The catalyst class is: 37. (2) Reactant: [CH:1]1([N:6]2[C:10]3[CH:11]=[C:12]([NH2:15])[CH:13]=[CH:14][C:9]=3[N:8]=[CH:7]2)[CH2:5][CH2:4][CH2:3][CH2:2]1.[Br:16]Br.N.CO.C(Cl)Cl. Product: [CH:1]1([N:6]2[C:10]3[C:11]([Br:16])=[C:12]([NH2:15])[CH:13]=[CH:14][C:9]=3[N:8]=[CH:7]2)[CH2:5][CH2:4][CH2:3][CH2:2]1. The catalyst class is: 52. (3) Reactant: [CH3:1][C:2]1[CH:3]=[N:4][N:5]([C:7]2[CH:12]=[CH:11][N:10]=[CH:9][C:8]=2[N:13]2[CH2:18][CH2:17][N:16](C(OC(C)(C)C)=O)[CH2:15][CH2:14]2)[CH:6]=1.C(OCC)(=O)C.Cl.C(OCC)(=O)C. Product: [CH3:1][C:2]1[CH:3]=[N:4][N:5]([C:7]2[CH:12]=[CH:11][N:10]=[CH:9][C:8]=2[N:13]2[CH2:14][CH2:15][NH:16][CH2:17][CH2:18]2)[CH:6]=1. The catalyst class is: 5. (4) Reactant: [N:1]1([CH2:6][C:7]2[CH:12]=[CH:11][C:10]([CH2:13]O)=[CH:9][CH:8]=2)[CH:5]=[CH:4][CH:3]=[N:2]1.P(Br)(Br)[Br:16].C(=O)(O)[O-].[Na+]. Product: [Br:16][CH2:13][C:10]1[CH:11]=[CH:12][C:7]([CH2:6][N:1]2[CH:5]=[CH:4][CH:3]=[N:2]2)=[CH:8][CH:9]=1. The catalyst class is: 4. (5) Reactant: [CH3:1][C:2]1[CH:18]=[CH:17][CH:16]=[C:15]([CH3:19])[C:3]=1[CH2:4][O:5][C:6]1[CH:7]=[C:8]([CH2:13]O)[CH:9]=[CH:10][C:11]=1[F:12].C(N(CC)CC)C.S([Cl:31])(C)(=O)=O. Product: [Cl:31][CH2:13][C:8]1[CH:9]=[CH:10][C:11]([F:12])=[C:6]([CH:7]=1)[O:5][CH2:4][C:3]1[C:2]([CH3:1])=[CH:18][CH:17]=[CH:16][C:15]=1[CH3:19]. The catalyst class is: 2.